This data is from HIV replication inhibition screening data with 41,000+ compounds from the AIDS Antiviral Screen. The task is: Binary Classification. Given a drug SMILES string, predict its activity (active/inactive) in a high-throughput screening assay against a specified biological target. (1) The compound is Cc1ccc(S(=O)(=O)ON=C2CCCC2=Cc2ccccc2)cc1. The result is 0 (inactive). (2) The molecule is Cc1cc(C(O)CCCc2ccccc2)cc(C)c1O. The result is 0 (inactive). (3) The compound is CCOC(=O)C(NC(=O)CC)(Nc1ccc(S(=O)(=O)Nc2onc(C)c2C)cc1)C(F)(F)F. The result is 0 (inactive). (4) The compound is O=C1C(=Cc2ccc(Br)cc2)CCCc2ccccc21. The result is 0 (inactive).